Dataset: Full USPTO retrosynthesis dataset with 1.9M reactions from patents (1976-2016). Task: Predict the reactants needed to synthesize the given product. The reactants are: [N:1]1([C:7]2[CH:8]=[CH:9][C:10]3[N:11]([C:13]([C:16]([F:19])([F:18])[F:17])=[N:14][N:15]=3)[N:12]=2)[CH2:6][CH2:5][NH:4][CH2:3][CH2:2]1.[F:20][CH:21]([F:31])[O:22][C:23]1[CH:30]=[CH:29][C:26]([CH:27]=O)=[CH:25][CH:24]=1. Given the product [F:20][CH:21]([F:31])[O:22][C:23]1[CH:30]=[CH:29][C:26]([CH2:27][N:4]2[CH2:3][CH2:2][N:1]([C:7]3[CH:8]=[CH:9][C:10]4[N:11]([C:13]([C:16]([F:17])([F:18])[F:19])=[N:14][N:15]=4)[N:12]=3)[CH2:6][CH2:5]2)=[CH:25][CH:24]=1, predict the reactants needed to synthesize it.